This data is from M1 muscarinic receptor agonist screen with 61,833 compounds. The task is: Binary Classification. Given a drug SMILES string, predict its activity (active/inactive) in a high-throughput screening assay against a specified biological target. (1) The compound is s1c(c(cc1)C)C(=O)Nc1ccc(cc1)C(O)=O. The result is 0 (inactive). (2) The drug is Fc1c(NC(=O)Cc2c3c(n(c2C(O)=O)C)cccc3)ccc(F)c1. The result is 0 (inactive).